The task is: Predict the reaction yield, written as a fraction of the theoretical maximum amount of product (1.0 means a 100% yield; for example, 0.34 means a 34% yield).. This data is from Reaction yield outcomes from USPTO patents with 853,638 reactions. (1) The reactants are [CH3:1][C:2]1[O:6][C:5]([C@H:7]2[CH2:12][CH2:11][C@H:10]([N:13]3[C:18](=[O:19])[C:17]([CH2:20][C:21]4[CH:26]=[CH:25][C:24]([C:27]5[C:28]([C:33]#[N:34])=[CH:29][CH:30]=[CH:31][CH:32]=5)=[CH:23][CH:22]=4)=[C:16]([CH2:35][CH2:36][CH3:37])[N:15]4[N:38]=[CH:39][N:40]=[C:14]34)[CH2:9][CH2:8]2)=[N:4][N:3]=1.C([Sn](=O)CCCC)CCC.[N:51]([Si](C)(C)C)=[N+:52]=[N-:53].C1(C)C=CC=CC=1. The catalyst is C(OCC)(=O)C. The product is [CH3:1][C:2]1[O:6][C:5]([C@H:7]2[CH2:8][CH2:9][C@H:10]([N:13]3[C:18](=[O:19])[C:17]([CH2:20][C:21]4[CH:26]=[CH:25][C:24]([C:27]5[CH:32]=[CH:31][CH:30]=[CH:29][C:28]=5[C:33]5[NH:53][N:52]=[N:51][N:34]=5)=[CH:23][CH:22]=4)=[C:16]([CH2:35][CH2:36][CH3:37])[N:15]4[N:38]=[CH:39][N:40]=[C:14]34)[CH2:11][CH2:12]2)=[N:4][N:3]=1. The yield is 0.140. (2) The reactants are [Cl:1][C:2]1[CH:3]=[C:4]([N:9]2[C:13](=[O:14])[CH2:12][N:11]([CH3:15])[C:10]2=[O:16])[CH:5]=[C:6]([Cl:8])[CH:7]=1.[C:17]([C:19]1[CH:26]=[CH:25][C:22]([CH:23]=O)=[CH:21][CH:20]=1)#[N:18].N1CCCC1=O.C1COCC1. The catalyst is CCO. The product is [Cl:8][C:6]1[CH:5]=[C:4]([N:9]2[C:13](=[O:14])/[C:12](=[CH:23]\[C:22]3[CH:25]=[CH:26][C:19]([C:17]#[N:18])=[CH:20][CH:21]=3)/[N:11]([CH3:15])[C:10]2=[O:16])[CH:3]=[C:2]([Cl:1])[CH:7]=1. The yield is 0.860. (3) The reactants are [NH2:1][C:2]1[C:11]2[C:6](=[C:7](I)[CH:8]=[CH:9][CH:10]=2)[N:5]=[N:4][C:3]=1[C:13]([NH:15][CH2:16][CH2:17][CH3:18])=[O:14].C(=O)(O)[O-].[Na+].O.[CH3:25][O:26][C:27]1[CH:32]=[CH:31][N:30]=[CH:29][C:28]=1B(O)O. The catalyst is COCCOC.C(Cl)Cl.[Pd].C1(P(C2C=CC=CC=2)C2C=CC=CC=2)C=CC=CC=1.C1(P(C2C=CC=CC=2)C2C=CC=CC=2)C=CC=CC=1.C1(P(C2C=CC=CC=2)C2C=CC=CC=2)C=CC=CC=1.C1(P(C2C=CC=CC=2)C2C=CC=CC=2)C=CC=CC=1. The product is [NH2:1][C:2]1[C:11]2[C:6](=[C:7]([C:28]3[CH:29]=[N:30][CH:31]=[CH:32][C:27]=3[O:26][CH3:25])[CH:8]=[CH:9][CH:10]=2)[N:5]=[N:4][C:3]=1[C:13]([NH:15][CH2:16][CH2:17][CH3:18])=[O:14]. The yield is 0.602.